Dataset: Full USPTO retrosynthesis dataset with 1.9M reactions from patents (1976-2016). Task: Predict the reactants needed to synthesize the given product. (1) Given the product [I:1][C:2]1[C:3]([CH3:17])=[CH:4][C:5]([C:9]2[CH:14]=[CH:13][NH:12][C:11](=[O:15])[N:10]=2)=[CH:6][C:7]=1[CH3:8], predict the reactants needed to synthesize it. The reactants are: [I:1][C:2]1[C:7]([CH3:8])=[CH:6][C:5]([C:9]2[CH:14]=[CH:13][N:12]=[C:11]([O:15]C)[N:10]=2)=[CH:4][C:3]=1[CH3:17]. (2) The reactants are: [C:1]([OH:9])(=[O:8])[CH2:2][CH2:3][CH2:4][CH2:5][C:6]#[CH:7].C([O-])([O-])=O.[Cs+].[Cs+].[CH2:16](Br)[C:17]1[CH:22]=[CH:21][CH:20]=[CH:19][CH:18]=1. Given the product [C:1]([O:9][CH2:16][C:17]1[CH:22]=[CH:21][CH:20]=[CH:19][CH:18]=1)(=[O:8])[CH2:2][CH2:3][CH2:4][CH2:5][C:6]#[CH:7], predict the reactants needed to synthesize it.